From a dataset of Aqueous solubility values for 9,982 compounds from the AqSolDB database. Regression/Classification. Given a drug SMILES string, predict its absorption, distribution, metabolism, or excretion properties. Task type varies by dataset: regression for continuous measurements (e.g., permeability, clearance, half-life) or binary classification for categorical outcomes (e.g., BBB penetration, CYP inhibition). For this dataset (solubility_aqsoldb), we predict Y. (1) The molecule is O=S(=O)([O-])CCO.[Na+]. The Y is 0.557 log mol/L. (2) The drug is CCCCC(O)CCCC. The Y is -2.49 log mol/L. (3) The drug is O=C(/C=C/c1ccccc1)OCc1ccccc1. The Y is -4.82 log mol/L. (4) The drug is CCN(CC)c1ccc2c(C#N)c(-c3nc4ccccc4s3)c(=O)oc2c1. The Y is -8.10 log mol/L. (5) The molecule is Clc1ccc(Cl)c(-c2c(Cl)cc(Cl)c(Cl)c2Cl)c1. The Y is -8.01 log mol/L. (6) The compound is O=C(O)c1cccc(C(=O)O)n1. The Y is -1.52 log mol/L. (7) The molecule is COc1ccc2c(c1OC)C(=O)OC2C1c2cc3c(cc2CCN1C)OCO3. The Y is -4.11 log mol/L. (8) The molecule is Cc1ccccc1N(C)C(N)=O. The Y is -0.403 log mol/L.